Dataset: Catalyst prediction with 721,799 reactions and 888 catalyst types from USPTO. Task: Predict which catalyst facilitates the given reaction. (1) Reactant: C([Li])CCC.[F:6][C:7]1[CH:12]=[CH:11][C:10]([C:13]2[NH:14][CH:15]=[CH:16][C:17]=2[C:18]2[CH:23]=[CH:22][N:21]=[CH:20][CH:19]=2)=[CH:9][CH:8]=1.O([Si:32]([CH:39]([CH3:41])[CH3:40])([CH:36]([CH3:38])[CH3:37])[CH:33]([CH3:35])[CH3:34])S(C(F)(F)F)(=O)=O. Product: [F:6][C:7]1[CH:8]=[CH:9][C:10]([C:13]2[N:14]([Si:32]([CH:39]([CH3:41])[CH3:40])([CH:36]([CH3:38])[CH3:37])[CH:33]([CH3:35])[CH3:34])[CH:15]=[CH:16][C:17]=2[C:18]2[CH:23]=[CH:22][N:21]=[CH:20][CH:19]=2)=[CH:11][CH:12]=1. The catalyst class is: 392. (2) Reactant: S([O-])(O)=O.[Na+].[CH2:6]([O:8][C:9]([C:11]1[NH:12][C:13]([CH3:19])=[C:14]([CH:17]=O)[C:15]=1[CH3:16])=[O:10])[CH3:7].[O:20]([C:27]1[CH:32]=[CH:31][C:30]([NH2:33])=[C:29]([NH2:34])[CH:28]=1)[C:21]1[CH:26]=[CH:25][CH:24]=[CH:23][CH:22]=1.C(=O)([O-])[O-].[Na+].[Na+]. Product: [CH2:6]([O:8][C:9]([C:11]1[NH:12][C:13]([CH3:19])=[C:14]([C:17]2[NH:34][C:29]3[CH:28]=[C:27]([O:20][C:21]4[CH:26]=[CH:25][CH:24]=[CH:23][CH:22]=4)[CH:32]=[CH:31][C:30]=3[N:33]=2)[C:15]=1[CH3:16])=[O:10])[CH3:7]. The catalyst class is: 80. (3) Product: [Br:38][C:9]1[C:10]([CH:21]2[CH2:26][C:25]([CH3:28])([CH3:27])[O:24][C:23]([CH3:30])([CH3:29])[CH2:22]2)=[N:11][N:12]([C:13]2[CH:18]=[CH:17][CH:16]=[CH:15][C:14]=2[O:19][CH3:20])[C:8]=1[C:5]1[CH:6]=[CH:7][C:2]([Cl:1])=[CH:3][CH:4]=1. The catalyst class is: 2. Reactant: [Cl:1][C:2]1[CH:7]=[CH:6][C:5]([C:8]2[N:12]([C:13]3[CH:18]=[CH:17][CH:16]=[CH:15][C:14]=3[O:19][CH3:20])[N:11]=[C:10]([CH:21]3[CH2:26][C:25]([CH3:28])([CH3:27])[O:24][C:23]([CH3:30])([CH3:29])[CH2:22]3)[CH:9]=2)=[CH:4][CH:3]=1.C1C(=O)N([Br:38])C(=O)C1. (4) Reactant: Br[C:2](Br)=[CH:3][CH2:4][CH:5]([N:8]1[CH:12]=[C:11]([C:13]2[C:14]3[CH:21]=[CH:20][N:19]([CH2:22][O:23][CH2:24][CH2:25][Si:26]([CH3:29])([CH3:28])[CH3:27])[C:15]=3[N:16]=[CH:17][N:18]=2)[CH:10]=[N:9]1)[CH2:6][CH3:7].C1COCC1.C([Li])CCC.O.Cl. Product: [CH2:6]([CH:5]([N:8]1[CH:12]=[C:11]([C:13]2[C:14]3[CH:21]=[CH:20][N:19]([CH2:22][O:23][CH2:24][CH2:25][Si:26]([CH3:28])([CH3:29])[CH3:27])[C:15]=3[N:16]=[CH:17][N:18]=2)[CH:10]=[N:9]1)[CH2:4][C:3]#[CH:2])[CH3:7]. The catalyst class is: 81.